From a dataset of Forward reaction prediction with 1.9M reactions from USPTO patents (1976-2016). Predict the product of the given reaction. (1) The product is: [NH2:32][C:27]1[N:26]=[CH:25][C:24]2[C:29](=[CH:30][CH:31]=[C:22]([C:20]3[CH:21]=[C:16]([NH:15][S:9]([C:5]4[CH:6]=[CH:7][CH:8]=[C:3]([C:2]([F:14])([F:13])[F:1])[CH:4]=4)(=[O:11])=[O:10])[CH:17]=[CH:18][C:19]=3[CH3:33])[CH:23]=2)[N:28]=1. Given the reactants [F:1][C:2]([F:14])([F:13])[C:3]1[CH:4]=[C:5]([S:9](Cl)(=[O:11])=[O:10])[CH:6]=[CH:7][CH:8]=1.[NH2:15][C:16]1[CH:17]=[CH:18][C:19]([CH3:33])=[C:20]([C:22]2[CH:23]=[C:24]3[C:29](=[CH:30][CH:31]=2)[N:28]=[C:27]([NH2:32])[N:26]=[CH:25]3)[CH:21]=1.CCN(CC)CC, predict the reaction product. (2) Given the reactants [CH2:1]([N:3]1[C:7]2[N:8]=[C:9]([C:18]3[CH:23]=[CH:22][C:21]([NH:24][C:25]([NH:27][C:28]4[CH:36]=[CH:35][C:31]([C:32]([OH:34])=O)=[CH:30][CH:29]=4)=[O:26])=[CH:20][CH:19]=3)[N:10]=[C:11]([N:12]3[CH2:17][CH2:16][O:15][CH2:14][CH2:13]3)[C:6]=2[CH:5]=[CH:4]1)[CH3:2].[CH:37]1([N:42]2[CH2:47][CH2:46][NH:45][CH2:44][CH2:43]2)[CH2:41][CH2:40][CH2:39][CH2:38]1, predict the reaction product. The product is: [CH:37]1([N:42]2[CH2:43][CH2:44][N:45]([C:32]([C:31]3[CH:35]=[CH:36][C:28]([NH:27][C:25]([NH:24][C:21]4[CH:22]=[CH:23][C:18]([C:9]5[N:10]=[C:11]([N:12]6[CH2:13][CH2:14][O:15][CH2:16][CH2:17]6)[C:6]6[CH:5]=[CH:4][N:3]([CH2:1][CH3:2])[C:7]=6[N:8]=5)=[CH:19][CH:20]=4)=[O:26])=[CH:29][CH:30]=3)=[O:34])[CH2:46][CH2:47]2)[CH2:38][CH2:39][CH2:40][CH2:41]1. (3) Given the reactants [CH:1]([N:4]1[C:12]2[C:7](=[CH:8][CH:9]=[CH:10][CH:11]=2)[C:6]([C:13]([OH:15])=O)=[N:5]1)([CH3:3])[CH3:2].[NH2:16][C@H:17]1[CH2:22][N:21]([CH2:23][C:24]2[CH:29]=[CH:28][CH:27]=[CH:26][CH:25]=2)[C@@H:20]([CH2:30][CH2:31][OH:32])[CH2:19][CH2:18]1.C(N(CC)C(C)C)(C)C.C(P(=O)(OCC)OCC)#N, predict the reaction product. The product is: [CH2:23]([N:21]1[C@H:20]([CH2:30][CH2:31][OH:32])[CH2:19][CH2:18][C@H:17]([NH:16][C:13]([C:6]2[C:7]3[C:12](=[CH:11][CH:10]=[CH:9][CH:8]=3)[N:4]([CH:1]([CH3:2])[CH3:3])[N:5]=2)=[O:15])[CH2:22]1)[C:24]1[CH:25]=[CH:26][CH:27]=[CH:28][CH:29]=1. (4) Given the reactants [CH3:1][O:2][C:3]1[N:8]=[C:7]([O:9][S:10]([C:13]([F:16])([F:15])[F:14])(=[O:12])=[O:11])[CH:6]=[C:5](S(C(F)(F)F)(=O)=O)[N:4]=1.[F:24][C:25]([F:37])([F:36])[O:26][C:27]1[CH:32]=[CH:31][C:30]([CH2:33][CH2:34][NH2:35])=[CH:29][CH:28]=1.CCN(C(C)C)C(C)C, predict the reaction product. The product is: [CH3:1][O:2][C:3]1[N:8]=[C:7]([O:9][S:10]([C:13]([F:14])([F:15])[F:16])(=[O:11])=[O:12])[CH:6]=[C:5]([NH:35][CH2:34][CH2:33][C:30]2[CH:29]=[CH:28][C:27]([O:26][C:25]([F:24])([F:36])[F:37])=[CH:32][CH:31]=2)[N:4]=1. (5) Given the reactants [C:1]([C:4]1[CH:9]=[CH:8][C:7]([C:10]2[C:18]3[C:13](=[CH:14][CH:15]=[CH:16][CH:17]=3)[N:12]([CH2:19][C:20]3[CH:21]=[C:22]([C:27]4[CH:32]=[CH:31][C:30]([C:33]([O:35]C)=[O:34])=[CH:29][CH:28]=4)[CH:23]=[CH:24][C:25]=3[CH3:26])[C:11]=2[C:37]([O:39]CC)=[O:38])=[CH:6][CH:5]=1)(=[O:3])[CH3:2].[OH-].[Na+], predict the reaction product. The product is: [C:1]([C:4]1[CH:9]=[CH:8][C:7]([C:10]2[C:18]3[C:13](=[CH:14][CH:15]=[CH:16][CH:17]=3)[N:12]([CH2:19][C:20]3[CH:21]=[C:22]([C:27]4[CH:28]=[CH:29][C:30]([C:33]([OH:35])=[O:34])=[CH:31][CH:32]=4)[CH:23]=[CH:24][C:25]=3[CH3:26])[C:11]=2[C:37]([OH:39])=[O:38])=[CH:6][CH:5]=1)(=[O:3])[CH3:2]. (6) Given the reactants Br[C:2]1[C:7]([N+:8]([O-:10])=[O:9])=[CH:6][C:5]([Br:11])=[CH:4][N:3]=1.[Cl:12][C:13]1[C:18]([F:19])=[CH:17][C:16](B2OC(C)(C)C(C)(C)O2)=[CH:15][C:14]=1[F:29].[O-]P([O-])([O-])=O.[K+].[K+].[K+], predict the reaction product. The product is: [Br:11][C:5]1[CH:6]=[C:7]([N+:8]([O-:10])=[O:9])[C:2]([C:16]2[CH:17]=[C:18]([F:19])[C:13]([Cl:12])=[C:14]([F:29])[CH:15]=2)=[N:3][CH:4]=1. (7) Given the reactants [F:1][C:2]([F:33])([F:32])[CH2:3][CH2:4][CH2:5][O:6][C:7]1[CH:31]=[CH:30][C:10]([C:11]([NH:13][CH:14]([CH2:18][C:19]2[CH:24]=[CH:23][C:22]([O:25][C:26]([F:29])([F:28])[F:27])=[CH:21][CH:20]=2)[C:15](O)=[O:16])=[O:12])=[CH:9][CH:8]=1.[CH3:34][NH2:35], predict the reaction product. The product is: [CH3:34][NH:35][C:15](=[O:16])[CH:14]([NH:13][C:11](=[O:12])[C:10]1[CH:30]=[CH:31][C:7]([O:6][CH2:5][CH2:4][CH2:3][C:2]([F:33])([F:32])[F:1])=[CH:8][CH:9]=1)[CH2:18][C:19]1[CH:24]=[CH:23][C:22]([O:25][C:26]([F:29])([F:28])[F:27])=[CH:21][CH:20]=1. (8) The product is: [ClH:47].[C:29]([N:26]1[CH2:27][CH2:28][N:23]([C:21]([C:20]2[N:19]=[C:18]([C:32]([F:34])([F:33])[F:35])[N:15]3[CH2:16][CH2:17][N:12]([C:10](=[O:11])[CH2:9][C@H:8]([NH2:7])[CH2:36][C:37]4[CH:42]=[C:41]([F:43])[C:40]([F:44])=[CH:39][C:38]=4[F:45])[CH2:13][C:14]=23)=[O:22])[CH2:24][CH2:25]1)(=[O:31])[CH3:30]. Given the reactants C(OC(=O)[NH:7][C@H:8]([CH2:36][C:37]1[CH:42]=[C:41]([F:43])[C:40]([F:44])=[CH:39][C:38]=1[F:45])[CH2:9][C:10]([N:12]1[CH2:17][CH2:16][N:15]2[C:18]([C:32]([F:35])([F:34])[F:33])=[N:19][C:20]([C:21]([N:23]3[CH2:28][CH2:27][N:26]([C:29](=[O:31])[CH3:30])[CH2:25][CH2:24]3)=[O:22])=[C:14]2[CH2:13]1)=[O:11])(C)(C)C.[ClH:47], predict the reaction product. (9) Given the reactants [C:1]([O:5][C:6](=[O:36])[NH:7][C@@H:8]1[CH2:13][CH2:12][CH2:11][C:10]([F:15])([F:14])[C@@H:9]1[NH:16][C:17]([C:19]1[S:20][C:21]([CH2:34][CH3:35])=[C:22]([C:24]2[CH:25]=[N:26][N:27]3[CH:32]=[C:31]([OH:33])[CH:30]=[N:29][C:28]=23)[CH:23]=1)=[O:18])([CH3:4])([CH3:3])[CH3:2].FC(F)(F)S(O[CH2:43][C:44]([F:47])([F:46])[F:45])(=O)=O.C(=O)([O-])[O-].[K+].[K+], predict the reaction product. The product is: [C:1]([O:5][C:6](=[O:36])[NH:7][C@@H:8]1[CH2:13][CH2:12][CH2:11][C:10]([F:14])([F:15])[C@@H:9]1[NH:16][C:17]([C:19]1[S:20][C:21]([CH2:34][CH3:35])=[C:22]([C:24]2[CH:25]=[N:26][N:27]3[CH:32]=[C:31]([O:33][CH2:43][C:44]([F:47])([F:46])[F:45])[CH:30]=[N:29][C:28]=23)[CH:23]=1)=[O:18])([CH3:4])([CH3:3])[CH3:2]. (10) Given the reactants [F:1][C:2]1[CH:7]=[CH:6][C:5]([F:8])=[CH:4][C:3]=1[C:9]1[S:13][C:12]([CH2:20][CH2:21][C:22]#[N:23])([C:14]2[CH:19]=[CH:18][CH:17]=[CH:16][CH:15]=2)[N:11]([C:24](=[O:29])[C@@H:25]([O:27][CH3:28])[CH3:26])[N:10]=1.Cl.Cl.[O:32]([NH2:34])[CH3:33].C(N(CC)CC)C, predict the reaction product. The product is: [F:1][C:2]1[CH:7]=[CH:6][C:5]([F:8])=[CH:4][C:3]=1[C:9]1[S:13][C:12]([CH2:20][CH2:21][C:22](=[N:34][O:32][CH3:33])[NH2:23])([C:14]2[CH:19]=[CH:18][CH:17]=[CH:16][CH:15]=2)[N:11]([C:24](=[O:29])[C@@H:25]([O:27][CH3:28])[CH3:26])[N:10]=1.